This data is from Forward reaction prediction with 1.9M reactions from USPTO patents (1976-2016). The task is: Predict the product of the given reaction. The product is: [CH3:1][C:2]1[N:7]=[C:6]2[C:8]([C:12]3[CH:17]=[CH:16][C:15]([Cl:18])=[CH:14][C:13]=3[Cl:19])=[N:9][N:10]([CH3:11])[C:5]2=[C:4]([Cl:23])[CH:3]=1. Given the reactants [CH3:1][C:2]1[N:7]=[C:6]2[C:8]([C:12]3[CH:17]=[CH:16][C:15]([Cl:18])=[CH:14][C:13]=3[Cl:19])=[N:9][N:10]([CH3:11])[C:5]2=[C:4](O)[CH:3]=1.P(Cl)(Cl)([Cl:23])=O, predict the reaction product.